This data is from Full USPTO retrosynthesis dataset with 1.9M reactions from patents (1976-2016). The task is: Predict the reactants needed to synthesize the given product. (1) Given the product [Cl:1][C:2]1[C:3]([F:23])=[C:4]([NH:5][C:6]2[C:15]3[C:10](=[CH:11][C:12]([O:18][CH3:19])=[C:13]([CH2:16][N:28]([CH2:27][CH2:26][C:24]#[N:25])[CH2:29][C:30]([OH:32])=[O:31])[CH:14]=3)[N:9]=[CH:8][N:7]=2)[CH:20]=[CH:21][CH:22]=1, predict the reactants needed to synthesize it. The reactants are: [Cl:1][C:2]1[C:3]([F:23])=[C:4]([CH:20]=[CH:21][CH:22]=1)[NH:5][C:6]1[C:15]2[C:10](=[CH:11][C:12]([O:18][CH3:19])=[C:13]([CH:16]=O)[CH:14]=2)[N:9]=[CH:8][N:7]=1.[C:24]([CH2:26][CH2:27][NH:28][CH2:29][C:30]([OH:32])=[O:31])#[N:25]. (2) Given the product [C:1]([N:5]([C:18]([C:19]1[CH:24]=[CH:23][C:22]2[CH:25]=[N:38][NH:37][B:27]([OH:28])[C:21]=2[CH:20]=1)=[O:36])[NH:6][C:7](=[O:17])[C:8]1[CH:13]=[CH:12][CH:11]=[C:10]([O:14][CH3:15])[C:9]=1[CH3:16])([CH3:4])([CH3:3])[CH3:2], predict the reactants needed to synthesize it. The reactants are: [C:1]([N:5]([C:18](=[O:36])[C:19]1[CH:24]=[CH:23][C:22]([CH:25]=O)=[C:21]([B:27]2OC(C)(C)C(C)(C)[O:28]2)[CH:20]=1)[NH:6][C:7](=[O:17])[C:8]1[CH:13]=[CH:12][CH:11]=[C:10]([O:14][CH3:15])[C:9]=1[CH3:16])([CH3:4])([CH3:3])[CH3:2].[NH2:37][NH2:38]. (3) Given the product [C:1]([S:5][C:6]1[CH:7]=[CH:8][C:9]([C:25]2[CH:26]=[CH:27][C:22]([Br:21])=[CH:23][CH:24]=2)=[CH:10][CH:11]=1)([CH3:2])([CH3:3])[CH3:4], predict the reactants needed to synthesize it. The reactants are: [C:1]([S:5][C:6]1[CH:11]=[CH:10][C:9](B2OC(C)(C)C(C)(C)O2)=[CH:8][CH:7]=1)([CH3:4])([CH3:3])[CH3:2].[Br:21][C:22]1[CH:27]=[CH:26][C:25](Br)=[CH:24][CH:23]=1.C(=O)([O-])[O-].[Na+].[Na+]. (4) Given the product [Cl:1][C:2]1[N:7]=[C:6]([N:8]([CH3:10])[CH3:9])[CH:5]=[C:4]([N:12]([CH3:14])[CH3:13])[N:3]=1.[Cl:11][C:4]1[N:3]=[C:2]([N:12]([CH3:14])[CH3:13])[N:7]=[C:6]([N:8]([CH3:10])[CH3:9])[CH:5]=1, predict the reactants needed to synthesize it. The reactants are: [Cl:1][C:2]1[N:7]=[C:6]([N:8]([CH3:10])[CH3:9])[CH:5]=[C:4]([Cl:11])[N:3]=1.[NH:12]([CH3:14])[CH3:13].C([O-])(O)=O.[Na+]. (5) Given the product [N+:1]([O-:4])([OH:3])=[O:2].[N+:17]([O-:20])([OH:19])=[O:18].[NH2:5][C@H:6]([C:14]([OH:16])=[O:15])[CH2:7][CH2:8][CH2:9][NH:10][C:11]([NH2:13])=[O:12].[N+:1]([O-:4])([OH:3])=[O:2].[N+:1]([O-:4])([OH:3])=[O:2].[N+:1]([O-:4])([OH:3])=[O:2].[NH2:21][C@H:22]([C:30]([OH:32])=[O:31])[CH2:23][CH2:24][CH2:25][NH:26][C:27]([NH2:29])=[O:28], predict the reactants needed to synthesize it. The reactants are: [N+:1]([O-:4])([OH:3])=[O:2].[NH2:5][C@H:6]([C:14]([OH:16])=[O:15])[CH2:7][CH2:8][CH2:9][NH:10][C:11]([NH2:13])=[O:12].[N+:17]([O-:20])([OH:19])=[O:18].[NH2:21][C@H:22]([C:30]([OH:32])=[O:31])[CH2:23][CH2:24][CH2:25][NH:26][C:27]([NH2:29])=[O:28]. (6) Given the product [CH:18]1([O:23][C:24]2[CH:32]=[CH:31][C:30]([S:33]([CH3:36])(=[O:34])=[O:35])=[CH:29][C:25]=2[C:26]([N:5]2[CH2:4][CH2:3][N:2]([C:8]3[CH:17]=[N:16][C:15]4[C:10](=[CH:11][CH:12]=[CH:13][CH:14]=4)[N:9]=3)[CH2:7][CH2:6]2)=[O:27])[CH2:19][CH2:20][CH2:21][CH2:22]1, predict the reactants needed to synthesize it. The reactants are: Cl.[N:2]1([C:8]2[CH:17]=[N:16][C:15]3[C:10](=[CH:11][CH:12]=[CH:13][CH:14]=3)[N:9]=2)[CH2:7][CH2:6][NH:5][CH2:4][CH2:3]1.[CH:18]1([O:23][C:24]2[CH:32]=[CH:31][C:30]([S:33]([CH3:36])(=[O:35])=[O:34])=[CH:29][C:25]=2[C:26](O)=[O:27])[CH2:22][CH2:21][CH2:20][CH2:19]1.C(OCC)(=O)C.